Task: Predict which catalyst facilitates the given reaction.. Dataset: Catalyst prediction with 721,799 reactions and 888 catalyst types from USPTO (1) The catalyst class is: 2. Reactant: [CH3:1][O:2][C:3]1[CH:4]=[N:5][C:6]([CH:9]2[CH2:13][CH2:12][NH:11][CH2:10]2)=[N:7][CH:8]=1.CCN(CC)CC.[CH3:21][C:22]([O:25][C:26](O[C:26]([O:25][C:22]([CH3:24])([CH3:23])[CH3:21])=[O:27])=[O:27])([CH3:24])[CH3:23]. Product: [CH3:1][O:2][C:3]1[CH:8]=[N:7][C:6]([CH:9]2[CH2:13][CH2:12][N:11]([C:26]([O:25][C:22]([CH3:24])([CH3:23])[CH3:21])=[O:27])[CH2:10]2)=[N:5][CH:4]=1. (2) Reactant: CN(C(ON1N=NC2C=CC=NC1=2)=[N+](C)C)C.F[P-](F)(F)(F)(F)F.[OH:25][C:26]1[CH:27]=[C:28]2[C:32](=[CH:33][CH:34]=1)[NH:31][CH:30]=[C:29]2[CH2:35][C:36]([OH:38])=O.CCN(C(C)C)C(C)C.[CH3:48][C:49]1[S:50][C:51]([CH:60]([NH2:68])[CH2:61][C:62]2[CH:67]=[CH:66][CH:65]=[CH:64][CH:63]=2)=[C:52]([C:54]2[CH:59]=[CH:58][CH:57]=[CH:56][CH:55]=2)[N:53]=1. Product: [OH:25][C:26]1[CH:27]=[C:28]2[C:32](=[CH:33][CH:34]=1)[NH:31][CH:30]=[C:29]2[CH2:35][C:36]([NH:68][CH:60]([C:51]1[S:50][C:49]([CH3:48])=[N:53][C:52]=1[C:54]1[CH:59]=[CH:58][CH:57]=[CH:56][CH:55]=1)[CH2:61][C:62]1[CH:63]=[CH:64][CH:65]=[CH:66][CH:67]=1)=[O:38]. The catalyst class is: 3. (3) Reactant: O[CH:2]=[C:3]1[C:11]2[C:6](=[CH:7][C:8]([C:12]([C:14]3[CH:15]=[C:16]([NH:20][C:21]([C:23]4[CH:24]=[N:25][N:26]([CH3:29])[C:27]=4[Cl:28])=[O:22])[CH:17]=[CH:18][CH:19]=3)=[O:13])=[CH:9][CH:10]=2)[NH:5][C:4]1=[O:30].C1COCC1.[NH2:36][C:37]1[CH:42]=[CH:41][C:40]([CH2:43][CH2:44][C:45]([OH:47])=[O:46])=[CH:39][CH:38]=1. Product: [Cl:28][C:27]1[N:26]([CH3:29])[N:25]=[CH:24][C:23]=1[C:21]([NH:20][C:16]1[CH:15]=[C:14]([CH:19]=[CH:18][CH:17]=1)[C:12]([C:8]1[CH:7]=[C:6]2[C:11]([C:3](=[CH:2][NH:36][C:37]3[CH:38]=[CH:39][C:40]([CH2:43][CH2:44][C:45]([OH:47])=[O:46])=[CH:41][CH:42]=3)[C:4](=[O:30])[NH:5]2)=[CH:10][CH:9]=1)=[O:13])=[O:22]. The catalyst class is: 521. (4) Reactant: [CH3:1][O:2][C:3]1[N:8]=[CH:7][N:6]=[C:5]([CH2:9][N:10]2[C:18]3[C:13](=[N:14][CH:15]=[CH:16][CH:17]=3)[C:12]([N+:19]([O-])=O)=[CH:11]2)[C:4]=1[CH3:22]. Product: [CH3:1][O:2][C:3]1[N:8]=[CH:7][N:6]=[C:5]([CH2:9][N:10]2[C:18]3[C:13](=[N:14][CH:15]=[CH:16][CH:17]=3)[C:12]([NH2:19])=[CH:11]2)[C:4]=1[CH3:22]. The catalyst class is: 29. (5) Reactant: [NH2:1][C:2]1[CH:7]=[CH:6][C:5]([N:8]2[CH2:13][CH2:12][C:11](=[C:14]([C:22]3[CH:27]=[CH:26][CH:25]=[C:24]([F:28])[CH:23]=3)[C:15]([N:17]([CH2:20][CH3:21])[CH2:18][CH3:19])=[O:16])[CH2:10][CH2:9]2)=[C:4]([F:29])[CH:3]=1.[CH2:30]([CH:32]([CH2:36][CH3:37])[C:33](Cl)=[O:34])[CH3:31]. Product: [CH2:18]([N:17]([CH2:20][CH3:21])[C:15]([C:14]([C:22]1[CH:27]=[CH:26][CH:25]=[C:24]([F:28])[CH:23]=1)=[C:11]1[CH2:12][CH2:13][N:8]([C:5]2[CH:6]=[CH:7][C:2]([NH:1][C:33](=[O:34])[CH:32]([CH2:36][CH3:37])[CH2:30][CH3:31])=[CH:3][C:4]=2[F:29])[CH2:9][CH2:10]1)=[O:16])[CH3:19]. The catalyst class is: 26. (6) Product: [F:17][C:18]1[CH:19]=[C:20]([CH:23]=[CH:24][CH:25]=1)[CH2:21][O:15][C:11]1[CH:10]=[C:9]([B:4]2[O:3][C:2]([CH3:16])([CH3:1])[C:6]([CH3:7])([CH3:8])[O:5]2)[CH:14]=[CH:13][CH:12]=1. Reactant: [CH3:1][C:2]1([CH3:16])[C:6]([CH3:8])([CH3:7])[O:5][B:4]([C:9]2[CH:10]=[C:11]([OH:15])[CH:12]=[CH:13][CH:14]=2)[O:3]1.[F:17][C:18]1[CH:19]=[C:20]([CH:23]=[CH:24][CH:25]=1)[CH2:21]Br.C([O-])([O-])=O.[Cs+].[Cs+].CN(C=O)C. The catalyst class is: 238.